Dataset: Forward reaction prediction with 1.9M reactions from USPTO patents (1976-2016). Task: Predict the product of the given reaction. (1) Given the reactants Br[C:2]1[CH:7]=[CH:6][C:5]([S:8]([NH:11][CH:12]([CH3:14])[CH3:13])(=[O:10])=[O:9])=[C:4]([C:15]([F:18])([F:17])[F:16])[CH:3]=1.[C:19]([C:21]1[N:25]([CH3:26])[C:24](B(O)O)=[CH:23][CH:22]=1)#[N:20].[F-].[K+], predict the reaction product. The product is: [C:19]([C:21]1[N:25]([CH3:26])[C:24]([C:2]2[CH:7]=[CH:6][C:5]([S:8]([NH:11][CH:12]([CH3:14])[CH3:13])(=[O:10])=[O:9])=[C:4]([C:15]([F:18])([F:17])[F:16])[CH:3]=2)=[CH:23][CH:22]=1)#[N:20]. (2) Given the reactants [CH3:1][O:2][C:3]1[CH:23]=[CH:22][C:21]([O:24][CH3:25])=[CH:20][C:4]=1[CH2:5][CH:6]1[C:15]2[C:10](=[C:11]([O:18][CH3:19])[CH:12]=[CH:13][C:14]=2[O:16][CH3:17])[CH2:9][CH2:8][NH:7]1.Br[CH2:27][C:28](Br)=[O:29].[CH3:31][O:32][C:33]1[CH:40]=[CH:39][CH:38]=[CH:37][C:34]=1[CH2:35][NH2:36], predict the reaction product. The product is: [CH3:1][O:2][C:3]1[CH:23]=[CH:22][C:21]([O:24][CH3:25])=[CH:20][C:4]=1[CH2:5][CH:6]1[C:15]2[C:10](=[C:11]([O:18][CH3:19])[CH:12]=[CH:13][C:14]=2[O:16][CH3:17])[CH2:9][CH2:8][N:7]1[CH2:27][C:28]([NH:36][CH2:35][C:34]1[CH:37]=[CH:38][CH:39]=[CH:40][C:33]=1[O:32][CH3:31])=[O:29]. (3) Given the reactants Cl[C:2]1[N:7]=[C:6]2[O:8][C:9]3[N:26]=[C:25]([C:27]4[CH:37]=[CH:36][C:30]([C:31]([N:33]([CH3:35])[CH3:34])=[O:32])=[CH:29][CH:28]=4)[CH:24]=[CH:23][C:10]=3[CH:11]([C:12]([CH3:22])([CH3:21])[C:13](=[O:20])[NH:14][C:15]3[S:16][CH:17]=[N:18][N:19]=3)[C:5]2=[CH:4][CH:3]=1.[NH:38]1[CH2:42][CH2:41][CH2:40][CH2:39]1, predict the reaction product. The product is: [CH3:21][C:12]([CH:11]1[C:5]2[C:6](=[N:7][C:2]([N:38]3[CH2:42][CH2:41][CH2:40][CH2:39]3)=[CH:3][CH:4]=2)[O:8][C:9]2[N:26]=[C:25]([C:27]3[CH:37]=[CH:36][C:30]([C:31]([N:33]([CH3:35])[CH3:34])=[O:32])=[CH:29][CH:28]=3)[CH:24]=[CH:23][C:10]1=2)([CH3:22])[C:13](=[O:20])[NH:14][C:15]1[S:16][CH:17]=[N:18][N:19]=1. (4) Given the reactants [CH3:1][C:2]1[S:3][C:4]([C:13]([N:15]2[CH2:20][C:19](=O)[CH2:18][CH2:17][CH:16]2[CH2:22][NH:23][C:24]([C:26]2[CH:27]=[CH:28][CH:29]=[C:30]3[C:35]=2[N:34]=[CH:33][CH:32]=[CH:31]3)=[O:25])=[O:14])=[C:5]([C:7]2[CH:12]=[CH:11][CH:10]=[CH:9][CH:8]=2)[N:6]=1.[CH2:36]([NH2:38])[CH3:37], predict the reaction product. The product is: [CH2:36]([NH:38][CH:19]1[CH2:20][N:15]([C:13]([C:4]2[S:3][C:2]([CH3:1])=[N:6][C:5]=2[C:7]2[CH:8]=[CH:9][CH:10]=[CH:11][CH:12]=2)=[O:14])[CH:16]([CH2:22][NH:23][C:24]([C:26]2[CH:27]=[CH:28][CH:29]=[C:30]3[C:35]=2[N:34]=[CH:33][CH:32]=[CH:31]3)=[O:25])[CH2:17][CH2:18]1)[CH3:37].